This data is from Full USPTO retrosynthesis dataset with 1.9M reactions from patents (1976-2016). The task is: Predict the reactants needed to synthesize the given product. (1) Given the product [C:47]([O:51][C:52]([N:54]1[CH2:59][CH2:58][N:57]([C:60]2[C:65]([CH:66]3[CH2:68][CH2:67]3)=[C:64]([N:83]=[C:70]([C:71]3[CH:76]=[CH:75][CH:74]=[CH:73][CH:72]=3)[C:77]3[CH:82]=[CH:81][CH:80]=[CH:79][CH:78]=3)[N:63]=[CH:62][N:61]=2)[CH2:56][CH2:55]1)=[O:53])([CH3:50])([CH3:49])[CH3:48], predict the reactants needed to synthesize it. The reactants are: C1C=CC(P(C2C(C3C(P(C4C=CC=CC=4)C4C=CC=CC=4)=CC=C4C=3C=CC=C4)=C3C(C=CC=C3)=CC=2)C2C=CC=CC=2)=CC=1.[C:47]([O:51][C:52]([N:54]1[CH2:59][CH2:58][N:57]([C:60]2[C:65]([CH:66]3[CH2:68][CH2:67]3)=[C:64](Cl)[N:63]=[CH:62][N:61]=2)[CH2:56][CH2:55]1)=[O:53])([CH3:50])([CH3:49])[CH3:48].[C:70](=[NH:83])([C:77]1[CH:82]=[CH:81][CH:80]=[CH:79][CH:78]=1)[C:71]1[CH:76]=[CH:75][CH:74]=[CH:73][CH:72]=1.C1(C)C=CC=CC=1. (2) Given the product [Si:26]([O:25][CH2:24][C@:8]12[CH2:7][CH2:6][C@H:5]([OH:4])[CH2:21][C@@H:20]1[CH2:19][CH2:18][CH:17]1[CH:9]2[CH2:10][CH2:11][C@@:12]2([CH3:23])[CH:16]1[CH2:15][CH2:14][C:13]2=[O:22])([C:29]([CH3:32])([CH3:31])[CH3:30])([CH3:28])[CH3:27], predict the reactants needed to synthesize it. The reactants are: C([O:4][C@@H:5]1[CH2:21][C:20]2[C@@:8]([CH2:24][O:25][Si:26]([C:29]([CH3:32])([CH3:31])[CH3:30])([CH3:28])[CH3:27])([CH:9]3[CH:17]([CH2:18][CH:19]=2)[CH:16]2[C@@:12]([CH3:23])([C:13](=[O:22])[CH2:14][CH2:15]2)[CH2:11][CH2:10]3)[CH2:7][CH2:6]1)(=O)C.[OH-].[Na+]. (3) Given the product [C:27]([CH2:26][CH2:25][CH2:24][N:12]([S:13]([C:16]1[CH:21]=[CH:20][C:19]([CH3:22])=[CH:18][CH:17]=1)(=[O:15])=[O:14])[C:5]1[CH:4]=[CH:3][C:2]([F:1])=[CH:11][C:6]=1[C:7]([O:9][CH3:10])=[O:8])#[N:28], predict the reactants needed to synthesize it. The reactants are: [F:1][C:2]1[CH:3]=[CH:4][C:5]([NH:12][S:13]([C:16]2[CH:21]=[CH:20][C:19]([CH3:22])=[CH:18][CH:17]=2)(=[O:15])=[O:14])=[C:6]([CH:11]=1)[C:7]([O:9][CH3:10])=[O:8].Cl[CH2:24][CH2:25][CH2:26][C:27]#[N:28].C(=O)([O-])[O-].[K+].[K+].[I-].[K+]. (4) Given the product [Cl:1][C:2]1[CH:3]=[C:4]([C@H:8]([C@@:9]([C:15]2[CH:16]=[CH:17][C:18]([Cl:21])=[CH:19][CH:20]=2)([NH:11][CH:12]([CH3:14])[CH3:13])[CH3:10])[CH2:22][CH2:23][CH2:24][OH:29])[CH:5]=[CH:6][CH:7]=1, predict the reactants needed to synthesize it. The reactants are: [Cl:1][C:2]1[CH:3]=[C:4]([C@@H:8]([CH2:22][CH:23]=[CH2:24])[C@@:9]([C:15]2[CH:20]=[CH:19][C:18]([Cl:21])=[CH:17][CH:16]=2)([NH:11][CH:12]([CH3:14])[CH3:13])[CH3:10])[CH:5]=[CH:6][CH:7]=1.B.C1C[O:29]CC1.[OH-].[Na+].OO. (5) Given the product [ClH:38].[ClH:40].[NH2:7][CH2:8][CH2:9][N:10]1[C:18]2[C:17]([NH:19][C:20]3[CH:25]=[CH:24][C:23]([O:26][C:27]4[CH:32]=[CH:31][CH:30]=[C:29]([O:33][CH2:34][CH:35]5[CH2:37][CH2:36]5)[CH:28]=4)=[C:22]([Cl:38])[CH:21]=3)=[N:16][CH:15]=[N:14][C:13]=2[CH:12]=[CH:11]1, predict the reactants needed to synthesize it. The reactants are: C(OC(=O)[NH:7][CH2:8][CH2:9][N:10]1[C:18]2[C:17]([NH:19][C:20]3[CH:25]=[CH:24][C:23]([O:26][C:27]4[CH:32]=[CH:31][CH:30]=[C:29]([O:33][CH2:34][CH:35]5[CH2:37][CH2:36]5)[CH:28]=4)=[C:22]([Cl:38])[CH:21]=3)=[N:16][CH:15]=[N:14][C:13]=2[CH:12]=[CH:11]1)(C)(C)C.[ClH:40]. (6) Given the product [Br:15][C:16]1[CH:25]=[C:24]2[C:19]([C:20]([NH:29][CH2:30][CH:31]([CH3:33])[CH3:32])=[C:21]([NH2:26])[CH:22]=[N:23]2)=[N:18][CH:17]=1, predict the reactants needed to synthesize it. The reactants are: S(S([O-])=O)([O-])=O.[Na+].[Na+].C(=O)([O-])[O-].[K+].[K+].[Br:15][C:16]1[CH:25]=[C:24]2[C:19]([C:20]([NH:29][CH2:30][CH:31]([CH3:33])[CH3:32])=[C:21]([N+:26]([O-])=O)[CH:22]=[N:23]2)=[N:18][CH:17]=1. (7) The reactants are: Cl[C:2]1[C:7]([F:8])=[C:6]([Cl:9])[N:5]=[CH:4][N:3]=1.C(=O)([O-])[O-].[K+].[K+].Cl.[CH3:17][C@H:18]1[CH2:24][CH2:23][CH2:22][C@@H:21]([CH3:25])[CH2:20][NH:19]1.[Cl-].[NH4+]. Given the product [Cl:9][C:6]1[N:5]=[CH:4][N:3]=[C:2]([N:19]2[CH2:20][C@H:21]([CH3:25])[CH2:22][CH2:23][CH2:24][C@@H:18]2[CH3:17])[C:7]=1[F:8], predict the reactants needed to synthesize it.